This data is from Full USPTO retrosynthesis dataset with 1.9M reactions from patents (1976-2016). The task is: Predict the reactants needed to synthesize the given product. (1) Given the product [CH3:41][S:42]([O:33][C@@H:3]1[C@H:4]2[C@H:5]([O:6][C:7]([CH3:10])([CH3:9])[O:8]2)[C:11]([CH2:12][O:13][C:14]([C:15]2[CH:20]=[CH:19][CH:18]=[CH:17][CH:16]=2)([C:27]2[CH:28]=[CH:29][CH:30]=[CH:31][CH:32]=2)[C:21]2[CH:22]=[CH:23][CH:24]=[CH:25][CH:26]=2)=[C:2]1[F:1])(=[O:44])=[O:43], predict the reactants needed to synthesize it. The reactants are: [F:1][C:2]1[C@H:3]([OH:33])[C@@H:4]2[O:8][C:7]([CH3:10])([CH3:9])[O:6][C@@H:5]2[C:11]=1[CH2:12][O:13][C:14]([C:27]1[CH:32]=[CH:31][CH:30]=[CH:29][CH:28]=1)([C:21]1[CH:26]=[CH:25][CH:24]=[CH:23][CH:22]=1)[C:15]1[CH:20]=[CH:19][CH:18]=[CH:17][CH:16]=1.C(N(CC)CC)C.[CH3:41][S:42](Cl)(=[O:44])=[O:43].O. (2) Given the product [NH2:17][C:12]1[N:13]=[C:14]([C:23]2[CH:24]=[CH:25][C:20]([C:18]#[N:19])=[C:21]([F:29])[CH:22]=2)[CH:15]=[C:10]([N:5]2[C@H:6]([CH3:9])[CH2:7][O:8][C@H:3]([CH2:2][NH2:1])[CH2:4]2)[N:11]=1, predict the reactants needed to synthesize it. The reactants are: [NH2:1][CH2:2][C@H:3]1[O:8][CH2:7][C@@H:6]([CH3:9])[N:5]([C:10]2[CH:15]=[C:14](Cl)[N:13]=[C:12]([NH2:17])[N:11]=2)[CH2:4]1.[C:18]([C:20]1[CH:25]=[CH:24][C:23](B(O)O)=[CH:22][C:21]=1[F:29])#[N:19]. (3) Given the product [OH:26][CH2:27][CH2:28][N:29]([CH2:39][CH2:40][OH:41])[S:30]([C:33]1[S:34][C:35]([C:2]#[C:1][C:3]2[CH:4]=[N:5][N:6]3[C:11]([C:12]([F:14])([F:13])[F:15])=[CH:10][C:9]([C:16]4[CH:21]=[CH:20][CH:19]=[C:18]([C:22]([F:25])([F:24])[F:23])[CH:17]=4)=[N:8][C:7]=23)=[CH:36][CH:37]=1)(=[O:32])=[O:31], predict the reactants needed to synthesize it. The reactants are: [C:1]([C:3]1[CH:4]=[N:5][N:6]2[C:11]([C:12]([F:15])([F:14])[F:13])=[CH:10][C:9]([C:16]3[CH:21]=[CH:20][CH:19]=[C:18]([C:22]([F:25])([F:24])[F:23])[CH:17]=3)=[N:8][C:7]=12)#[CH:2].[OH:26][CH2:27][CH2:28][N:29]([CH2:39][CH2:40][OH:41])[S:30]([C:33]1[S:34][C:35](Br)=[CH:36][CH:37]=1)(=[O:32])=[O:31].